From a dataset of Full USPTO retrosynthesis dataset with 1.9M reactions from patents (1976-2016). Predict the reactants needed to synthesize the given product. Given the product [N:20]1[CH:21]=[CH:22][CH:23]=[CH:24][C:19]=1[C:15](=[S:16])[NH2:14], predict the reactants needed to synthesize it. The reactants are: FC1C=CC=C(F)C=1C(NC1C=CC(C2[N:14]=[C:15]([C:19]3[CH:24]=[CH:23][CH:22]=[CH:21][N:20]=3)[S:16]C=2C)=CC=1)=O.[Br-].[Br-].[Br-].C1([N+](C)(C)C)C=CC=CC=1.C1([N+](C)(C)C)C=CC=CC=1.C1([N+](C)(C)C)C=CC=CC=1.